This data is from Forward reaction prediction with 1.9M reactions from USPTO patents (1976-2016). The task is: Predict the product of the given reaction. (1) Given the reactants [N+:1]([C:4]1[CH:9]=[CH:8][C:7]([N:10]2[CH2:15][CH2:14][N:13]([CH2:16][C@@H:17]([OH:19])[CH3:18])[CH2:12][CH2:11]2)=[CH:6][CH:5]=1)([O-])=O.C(O)C.[H][H], predict the reaction product. The product is: [NH2:1][C:4]1[CH:5]=[CH:6][C:7]([N:10]2[CH2:11][CH2:12][N:13]([CH2:16][C@@H:17]([OH:19])[CH3:18])[CH2:14][CH2:15]2)=[CH:8][CH:9]=1. (2) Given the reactants C([O-])([O-])=O.[K+].[K+].Br[C:8]1[CH:13]=[CH:12][CH:11]=[CH:10][CH:9]=1.C(C(C(C)(C)C)(C([O-])=O)C([O-])=O)(C)(C)C.[CH2:29]([NH2:36])[C:30]1[CH:35]=[CH:34][CH:33]=[CH:32][CH:31]=1.C(OCCCCCC)CCCCC, predict the reaction product. The product is: [C:8]1([NH:36][CH2:29][C:30]2[CH:35]=[CH:34][CH:33]=[CH:32][CH:31]=2)[CH:13]=[CH:12][CH:11]=[CH:10][CH:9]=1.